Task: Regression. Given a peptide amino acid sequence and an MHC pseudo amino acid sequence, predict their binding affinity value. This is MHC class II binding data.. Dataset: Peptide-MHC class II binding affinity with 134,281 pairs from IEDB (1) The peptide sequence is TVVMQVKVPKGAPCR. The MHC is DRB1_0802 with pseudo-sequence DRB1_0802. The binding affinity (normalized) is 0.637. (2) The peptide sequence is EWEFVNTPPLVKLWY. The MHC is DRB1_1001 with pseudo-sequence DRB1_1001. The binding affinity (normalized) is 0.770. (3) The peptide sequence is VSTIVPYIGPALNIV. The MHC is HLA-DQA10501-DQB10201 with pseudo-sequence HLA-DQA10501-DQB10201. The binding affinity (normalized) is 0.450. (4) The peptide sequence is NAVSLCILTINAVASKK. The MHC is HLA-DQA10501-DQB10302 with pseudo-sequence HLA-DQA10501-DQB10302. The binding affinity (normalized) is 0.515. (5) The peptide sequence is PETEKAEEVEKIEKT. The binding affinity (normalized) is 0.243. The MHC is DRB1_1501 with pseudo-sequence DRB1_1501.